From a dataset of Full USPTO retrosynthesis dataset with 1.9M reactions from patents (1976-2016). Predict the reactants needed to synthesize the given product. (1) Given the product [C:1]([C:3]1([NH:6][C:7]([C@@H:9]2[CH2:13][CH2:12][C@@H:11]([S:14]([C:17]3[CH:22]=[CH:21][C:20]([N:28]4[CH2:29][CH2:30][C:26]([F:31])([F:25])[CH2:27]4)=[CH:19][C:18]=3[Cl:24])(=[O:16])=[O:15])[CH2:10]2)=[O:8])[CH2:5][CH2:4]1)#[N:2], predict the reactants needed to synthesize it. The reactants are: [C:1]([C:3]1([NH:6][C:7]([CH:9]2[CH2:13][CH2:12][CH:11]([S:14]([C:17]3[CH:22]=[CH:21][C:20](F)=[CH:19][C:18]=3[Cl:24])(=[O:16])=[O:15])[CH2:10]2)=[O:8])[CH2:5][CH2:4]1)#[N:2].[F:25][C:26]1([F:31])[CH2:30][CH2:29][NH:28][CH2:27]1. (2) The reactants are: [C:1]([C:5]1[CH:10]=[CH:9][C:8]([C:11]2[N:16]=[CH:15][C:14]([CH:17](S(C3C=CC=CC=3)(=O)=O)[C:18]#[N:19])=[CH:13][C:12]=2[CH3:29])=[CH:7][CH:6]=1)([CH3:4])([CH3:3])[CH3:2].C(O)(=O)C. Given the product [C:1]([C:5]1[CH:6]=[CH:7][C:8]([C:11]2[N:16]=[CH:15][C:14]([CH2:17][C:18]#[N:19])=[CH:13][C:12]=2[CH3:29])=[CH:9][CH:10]=1)([CH3:4])([CH3:3])[CH3:2], predict the reactants needed to synthesize it. (3) Given the product [F:41][C:37]1[CH:36]=[C:35]([CH:40]=[CH:39][CH:38]=1)[CH2:34][N:30]1[C:31]2[C:27](=[CH:26][C:25]([NH:24][C:23]3[N:22]=[CH:21][N:20]=[C:18]4[S:19][C:12]5[C:11]6[CH:10]=[N:9][N:8]([CH2:7][CH2:6][N:42]7[CH:46]=[CH:45][N:44]=[CH:43]7)[C:16]=6[CH2:15][CH2:14][C:13]=5[C:17]=34)=[CH:33][CH:32]=2)[CH:28]=[N:29]1, predict the reactants needed to synthesize it. The reactants are: CS(O[CH2:6][CH2:7][N:8]1[C:16]2[CH2:15][CH2:14][C:13]3[C:17]4[C:23]([NH:24][C:25]5[CH:26]=[C:27]6[C:31](=[CH:32][CH:33]=5)[N:30]([CH2:34][C:35]5[CH:40]=[CH:39][CH:38]=[C:37]([F:41])[CH:36]=5)[N:29]=[CH:28]6)=[N:22][CH:21]=[N:20][C:18]=4[S:19][C:12]=3[C:11]=2[CH:10]=[N:9]1)(=O)=O.[NH:42]1[CH:46]=[CH:45][N:44]=[CH:43]1.C(N(C(C)C)CC)(C)C.